Dataset: Forward reaction prediction with 1.9M reactions from USPTO patents (1976-2016). Task: Predict the product of the given reaction. (1) Given the reactants [C:1]1([N:7]2[C:11]([CH2:12][CH2:13][CH:14]=O)=[CH:10][C:9]([CH2:16][CH2:17][CH3:18])=[N:8]2)[CH:6]=[CH:5][CH:4]=[CH:3][CH:2]=1.[CH3:19][C:20]1[CH:21]=[C:22]([N:27]2[CH2:32][CH2:31][NH:30][CH2:29][CH2:28]2)[CH:23]=[CH:24][C:25]=1[CH3:26].CCN(C(C)C)C(C)C.[BH-](OC(C)=O)(OC(C)=O)OC(C)=O.[Na+], predict the reaction product. The product is: [CH3:19][C:20]1[CH:21]=[C:22]([N:27]2[CH2:28][CH2:29][N:30]([CH2:14][CH2:13][CH2:12][C:11]3[N:7]([C:1]4[CH:6]=[CH:5][CH:4]=[CH:3][CH:2]=4)[N:8]=[C:9]([CH2:16][CH2:17][CH3:18])[CH:10]=3)[CH2:31][CH2:32]2)[CH:23]=[CH:24][C:25]=1[CH3:26]. (2) Given the reactants C([O-])([O-])=O.[Na+].[Na+].[C:7]([O:11][C:12]([N:14]1[CH2:21][CH2:20][C:19]2([CH3:25])[C:22]([CH3:24])([CH3:23])[CH:15]1[CH2:16][C:17]1[CH:29]=[C:28](OS(C(F)(F)F)(=O)=O)[CH:27]=[CH:26][C:18]=12)=[O:13])([CH3:10])([CH3:9])[CH3:8].[C:38]1(B(O)O)[CH:43]=[CH:42][CH:41]=[CH:40][CH:39]=1, predict the reaction product. The product is: [C:7]([O:11][C:12]([N:14]1[CH2:21][CH2:20][C:19]2([CH3:25])[C:22]([CH3:23])([CH3:24])[CH:15]1[CH2:16][C:17]1[CH:29]=[C:28]([C:38]3[CH:43]=[CH:42][CH:41]=[CH:40][CH:39]=3)[CH:27]=[CH:26][C:18]=12)=[O:13])([CH3:10])([CH3:8])[CH3:9].